Dataset: Reaction yield outcomes from USPTO patents with 853,638 reactions. Task: Predict the reaction yield, written as a fraction of the theoretical maximum amount of product (1.0 means a 100% yield; for example, 0.34 means a 34% yield). The reactants are [CH3:1][N:2]1[C@@H:18]2[CH2:19][C:7]3[CH:8]=[CH:9][C:10]([O:22][CH3:23])=[C:11]4[O:12][C@H:13]5[C:14]([O:20]C)=[CH:15][CH:16]=[C:17]2[C@:5]5([C:6]=34)[CH2:4][CH2:3]1.[OH:24]O.[OH-].[NH4+]. The catalyst is C(O)=O. The product is [CH3:1][N:2]1[C@@H:18]2[CH2:19][C:7]3[CH:8]=[CH:9][C:10]([O:22][CH3:23])=[C:11]4[O:12][CH:13]5[C:14]([CH:15]=[CH:16][C@:17]2([OH:24])[C@:5]5([C:6]=34)[CH2:4][CH2:3]1)=[O:20]. The yield is 0.750.